Task: Predict which catalyst facilitates the given reaction.. Dataset: Catalyst prediction with 721,799 reactions and 888 catalyst types from USPTO (1) Reactant: Cl.[N:2]1[CH2:7][CH2:6][CH2:5][CH2:4][C:3]=1[NH2:8].C(=O)([O-])[O-].[K+].[K+].[N:15]1[CH:20]=[CH:19][C:18]([C:21](=O)[CH2:22][C:23](OCC)=[O:24])=[N:17][CH:16]=1. Product: [N:15]1[CH:20]=[CH:19][C:18]([C:21]2[N:8]=[C:3]3[CH2:4][CH2:5][CH2:6][CH2:7][N:2]3[C:23](=[O:24])[CH:22]=2)=[N:17][CH:16]=1. The catalyst class is: 8. (2) Reactant: [C:1]([NH:4][C:5]1[CH:10]=[CH:9][C:8]([CH2:11][CH2:12][C:13]([OH:15])=O)=[CH:7][CH:6]=1)(=[O:3])[CH3:2].[Cl-].[Na+].[Cl-].[Al+3].[Cl-].[Cl-]. Product: [C:1]([NH:4][C:5]1[CH:6]=[C:7]2[C:8]([CH2:11][CH2:12][C:13]2=[O:15])=[CH:9][CH:10]=1)(=[O:3])[CH3:2]. The catalyst class is: 33. (3) Reactant: [Cl:1][C:2]1[N:7]=[CH:6][C:5]([CH:8]2[NH:12][C:11](=[S:13])[CH2:10][CH2:9]2)=[CH:4][CH:3]=1.[C:14]([O-])([O-])=O.[K+].[K+].IC. Product: [Cl:1][C:2]1[CH:3]=[CH:4][C:5]([CH:8]2[CH2:9][CH2:10][C:11]([S:13][CH3:14])=[N:12]2)=[CH:6][N:7]=1. The catalyst class is: 21. (4) Reactant: [F:1][C:2]1[CH:3]=[C:4]([C@H:9]2[NH:14][C:13](=[O:15])[C:12]([CH3:17])([CH3:16])[C@@H:11]([OH:18])[CH2:10]2)[CH:5]=[C:6]([F:8])[CH:7]=1.[H-].[Na+].Br[CH2:22][C:23]([O:25][CH2:26][CH3:27])=[O:24]. Product: [F:8][C:6]1[CH:5]=[C:4]([C@H:9]2[N:14]([CH2:22][C:23]([O:25][CH2:26][CH3:27])=[O:24])[C:13](=[O:15])[C:12]([CH3:16])([CH3:17])[C@@H:11]([OH:18])[CH2:10]2)[CH:3]=[C:2]([F:1])[CH:7]=1. The catalyst class is: 1. (5) Reactant: [CH3:1][C:2]1[N:3]([CH2:14][CH2:15][CH2:16][CH2:17][CH2:18][CH2:19][C:20]([O:22]CC)=[O:21])[C:4]2[CH2:5][C:6]([CH3:13])([CH3:12])[CH2:7][C:8](=[O:11])[C:9]=2[CH:10]=1.O.O.[OH-].[Li+]. Product: [CH3:1][C:2]1[N:3]([CH2:14][CH2:15][CH2:16][CH2:17][CH2:18][CH2:19][C:20]([OH:22])=[O:21])[C:4]2[CH2:5][C:6]([CH3:13])([CH3:12])[CH2:7][C:8](=[O:11])[C:9]=2[CH:10]=1. The catalyst class is: 5. (6) Reactant: [NH2:1][C:2]1[N:7]=[C:6]([C:8]2[CH:13]=[CH:12][C:11]([O:14][CH3:15])=[CH:10][CH:9]=2)[C:5]([C:16]2[CH:17]=[CH:18][C:19](=[O:22])[NH:20][N:21]=2)=[CH:4][N:3]=1.[CH3:23][C:24](C)([O-])[CH3:25].[K+].C(I)(C)C.C(OCC)(=O)C. Product: [NH2:1][C:2]1[N:7]=[C:6]([C:8]2[CH:9]=[CH:10][C:11]([O:14][CH3:15])=[CH:12][CH:13]=2)[C:5]([C:16]2[CH:17]=[CH:18][C:19](=[O:22])[N:20]([CH:24]([CH3:25])[CH3:23])[N:21]=2)=[CH:4][N:3]=1. The catalyst class is: 35. (7) The catalyst class is: 48. Product: [CH2:1]([N:8]1[CH2:13][CH2:12][C:11]([CH3:15])([C:2]2[CH:7]=[CH:6][CH:5]=[CH:4][CH:3]=2)[CH2:10][CH2:9]1)[C:2]1[CH:7]=[CH:6][CH:5]=[CH:4][CH:3]=1. Reactant: [CH2:1]([N:8]1[CH2:13][CH2:12][C:11]([CH3:15])(O)[CH2:10][CH2:9]1)[C:2]1[CH:7]=[CH:6][CH:5]=[CH:4][CH:3]=1.[Al+3].[Cl-].[Cl-].[Cl-].[OH-].[Na+].